This data is from Reaction yield outcomes from USPTO patents with 853,638 reactions. The task is: Predict the reaction yield, written as a fraction of the theoretical maximum amount of product (1.0 means a 100% yield; for example, 0.34 means a 34% yield). (1) The catalyst is C(Cl)Cl. The reactants are [CH:1]12[CH2:10][CH:5]3[CH2:6][CH:7]([CH2:9][CH:3]([CH2:4]3)[CH:2]1[NH:11][C:12](=[O:23])OC1C=CC([N+]([O-])=O)=CC=1)[CH2:8]2.[NH:24]1[CH2:27][CH:26]([NH:28][C:29](=[O:35])[O:30][C:31]([CH3:34])([CH3:33])[CH3:32])[CH2:25]1.CCN(C(C)C)C(C)C.Cl. The yield is 0.430. The product is [CH:3]12[CH2:4][CH:5]3[CH2:6][CH:7]([CH2:8][CH:1]([CH2:10]3)[CH:2]1[NH:11][C:12]([N:24]1[CH2:27][CH:26]([NH:28][C:29](=[O:35])[O:30][C:31]([CH3:33])([CH3:32])[CH3:34])[CH2:25]1)=[O:23])[CH2:9]2. (2) The reactants are [Cl:1][C:2]1[CH:7]=[C:6]([F:8])[CH:5]=[CH:4][C:3]=1[OH:9].[H-].[Na+].[CH2:12](Br)[C:13]1[CH:18]=[CH:17][CH:16]=[CH:15][CH:14]=1. The catalyst is O1CCCC1. The product is [CH2:12]([O:9][C:3]1[CH:4]=[CH:5][C:6]([F:8])=[CH:7][C:2]=1[Cl:1])[C:13]1[CH:18]=[CH:17][CH:16]=[CH:15][CH:14]=1. The yield is 0.600.